From a dataset of Full USPTO retrosynthesis dataset with 1.9M reactions from patents (1976-2016). Predict the reactants needed to synthesize the given product. (1) Given the product [C:1]([C:5]1[CH:13]=[CH:12][C:11]([N+:14]([O-:16])=[O:15])=[CH:10][C:6]=1[C:7]([O:9][CH3:17])=[O:8])([CH3:4])([CH3:2])[CH3:3], predict the reactants needed to synthesize it. The reactants are: [C:1]([C:5]1[CH:13]=[CH:12][C:11]([N+:14]([O-:16])=[O:15])=[CH:10][C:6]=1[C:7]([OH:9])=[O:8])([CH3:4])([CH3:3])[CH3:2].[C:17]([O-])([O-])=O.[K+].[K+].CI. (2) Given the product [F:15][C:16]1[CH:17]=[CH:18][C:19]([CH3:25])=[C:20]([NH:22][C:23]2[O:14][C:3]3[C:4]([F:13])=[C:5]([CH2:8][C:9]([O:11][CH3:12])=[O:10])[CH:6]=[CH:7][C:2]=3[N:1]=2)[CH:21]=1, predict the reactants needed to synthesize it. The reactants are: [NH2:1][C:2]1[CH:7]=[CH:6][C:5]([CH2:8][C:9]([O:11][CH3:12])=[O:10])=[C:4]([F:13])[C:3]=1[OH:14].[F:15][C:16]1[CH:17]=[CH:18][C:19]([CH3:25])=[C:20]([N:22]=[C:23]=S)[CH:21]=1. (3) Given the product [NH2:1][C:2]1[C:3]([C:25]([NH2:29])=[O:27])=[N:4][C:5]([C:9]2[CH:14]=[CH:13][CH:12]=[C:11]([C:15]#[C:16][C@:17]3([OH:24])[CH2:21][CH2:20][N:19]([CH3:22])[C:18]3=[O:23])[CH:10]=2)=[C:6]([F:8])[CH:7]=1, predict the reactants needed to synthesize it. The reactants are: [NH2:1][C:2]1[C:3]([C:25]([O:27]C)=O)=[N:4][C:5]([C:9]2[CH:14]=[CH:13][CH:12]=[C:11]([C:15]#[C:16][C@:17]3([OH:24])[CH2:21][CH2:20][N:19]([CH3:22])[C:18]3=[O:23])[CH:10]=2)=[C:6]([F:8])[CH:7]=1.[NH3:29]. (4) Given the product [CH3:1][C:2]1[CH:3]=[CH:4][C:5]([CH2:8][N:9]2[CH2:10][CH2:11][N:12]3[C:15](=[O:16])[O:48][C:41]([C:49]4[CH:54]=[CH:53][CH:52]=[CH:51][CH:50]=4)([C:42]4[CH:47]=[CH:46][CH:45]=[CH:44][CH:43]=4)[CH:13]3[CH2:14]2)=[CH:6][CH:7]=1, predict the reactants needed to synthesize it. The reactants are: [CH3:1][C:2]1[CH:7]=[CH:6][C:5]([CH2:8][N:9]2[CH2:14][CH2:13][N:12]([C:15](OC(C)(C)C)=[O:16])[CH2:11][CH2:10]2)=[CH:4][CH:3]=1.CN(C)CCN(C)C.C([Li])(CC)C.C1CCCCC1.[C:41]([C:49]1[CH:54]=[CH:53][CH:52]=[CH:51][CH:50]=1)(=[O:48])[C:42]1[CH:47]=[CH:46][CH:45]=[CH:44][CH:43]=1.[Cl-].[NH4+]. (5) Given the product [Br:12][C:13]1[C:14]([O:9][C:3]2[CH:4]=[CH:5][C:6]([F:8])=[CH:7][C:2]=2[F:1])=[N:15][C:16]([O:9][C:3]2[CH:4]=[CH:5][C:6]([F:8])=[CH:7][C:2]=2[F:1])=[N:17][CH:18]=1, predict the reactants needed to synthesize it. The reactants are: [F:1][C:2]1[CH:7]=[C:6]([F:8])[CH:5]=[CH:4][C:3]=1[OH:9].[H-].[Na+].[Br:12][C:13]1[C:14](Cl)=[N:15][C:16](Cl)=[N:17][CH:18]=1. (6) The reactants are: [Cl:1][C:2]1[CH:7]=[CH:6][CH:5]=[CH:4][C:3]=1[N:8]1[C:17]2[C:12](=[CH:13][CH:14]=[CH:15][CH:16]=2)[C:11](=O)[CH2:10][C:9]1=[O:19].[CH3:20]OC(OC)N(C)C.S(O)(O)(=O)=O.[CH3:33][S:34][C:35](=[NH:37])[NH2:36]. Given the product [Cl:1][C:2]1[CH:7]=[CH:6][CH:5]=[CH:4][C:3]=1[N:8]1[C:17]2[CH:16]=[CH:15][CH:14]=[CH:13][C:12]=2[C:11]2[N:37]=[C:35]([S:34][CH3:33])[N:36]=[CH:20][C:10]=2[C:9]1=[O:19], predict the reactants needed to synthesize it. (7) Given the product [CH2:1]([O:3][CH:4]=[CH:5][C:8](=[O:9])[C:7]([F:12])([F:11])[F:6])[CH3:2], predict the reactants needed to synthesize it. The reactants are: [CH:1]([O:3][CH2:4][CH3:5])=[CH2:2].[F:6][C:7]([F:12])([F:11])[C:8](Cl)=[O:9].